This data is from Forward reaction prediction with 1.9M reactions from USPTO patents (1976-2016). The task is: Predict the product of the given reaction. Given the reactants [CH2:1]([O:3][C:4]([N:6]1[CH2:11][CH2:10][N:9]([C:12](=[O:52])[C@@H:13]([NH:22][C:23]([C:25]2[CH:29]=[C:28]([O:30][CH2:31][C:32]([N:34]3[CH2:38][CH2:37][CH2:36][C@H:35]3[C:39](=[O:45])[NH:40][CH:41]3[CH2:44][CH2:43][CH2:42]3)=[O:33])[N:27]([C:46]3[CH:51]=[CH:50][CH:49]=[CH:48][CH:47]=3)[N:26]=2)=[O:24])[CH2:14][CH:15]2[CH2:19][O:18]C(C)(C)[O:16]2)[CH2:8][CH2:7]1)=[O:5])[CH3:2].C1(C)C=CC(S([O-])(=O)=O)=CC=1.[NH+]1C=CC=CC=1, predict the reaction product. The product is: [CH2:1]([O:3][C:4]([N:6]1[CH2:11][CH2:10][N:9]([C:12](=[O:52])[C@@H:13]([NH:22][C:23]([C:25]2[CH:29]=[C:28]([O:30][CH2:31][C:32]([N:34]3[CH2:38][CH2:37][CH2:36][C@H:35]3[C:39](=[O:45])[NH:40][CH:41]3[CH2:42][CH2:43][CH2:44]3)=[O:33])[N:27]([C:46]3[CH:51]=[CH:50][CH:49]=[CH:48][CH:47]=3)[N:26]=2)=[O:24])[CH2:14][CH:15]([OH:16])[CH2:19][OH:18])[CH2:8][CH2:7]1)=[O:5])[CH3:2].